From a dataset of Catalyst prediction with 721,799 reactions and 888 catalyst types from USPTO. Predict which catalyst facilitates the given reaction. (1) Reactant: [OH:1][C@H:2]([C@@H:20]([NH:28]C(=O)C(F)(F)F)[CH2:21][C:22]1[CH:27]=[CH:26][CH:25]=[CH:24][CH:23]=1)[CH2:3][N:4]([CH2:13][C:14]1[CH:19]=[CH:18][CH:17]=[CH:16][CH:15]=1)[NH:5][C:6]([O:8][C:9]([CH3:12])([CH3:11])[CH3:10])=[O:7].C([O-])([O-])=O.[K+].[K+]. Product: [OH:1][C@H:2]([C@@H:20]([NH2:28])[CH2:21][C:22]1[CH:23]=[CH:24][CH:25]=[CH:26][CH:27]=1)[CH2:3][N:4]([CH2:13][C:14]1[CH:19]=[CH:18][CH:17]=[CH:16][CH:15]=1)[NH:5][C:6]([O:8][C:9]([CH3:12])([CH3:10])[CH3:11])=[O:7]. The catalyst class is: 5. (2) Product: [Br:32][CH2:2][C@H:3]1[CH2:7][CH2:6][C@@H:5]([C:8]([O:10][CH3:11])=[O:9])[CH2:4]1. The catalyst class is: 2. Reactant: O[CH2:2][C@H:3]1[CH2:7][CH2:6][C@@H:5]([C:8]([O:10][CH3:11])=[O:9])[CH2:4]1.C1(P(C2C=CC=CC=2)C2C=CC=CC=2)C=CC=CC=1.C(Br)(Br)(Br)[Br:32]. (3) Reactant: [CH3:1][C:2]1[C:3]([CH2:36][C:37]([O:39][CH3:40])=[O:38])=[C:4]2[N:28]3[C:29](=[CH:31][C:26](=[N:27]3)[C:25]3=[CH:32][N:22]([N:23]=[CH:24]3)[CH2:21][C:20]3[CH:19]=[CH:18][CH:17]=[CH:16][C:15]=3[O:14][CH2:13][CH:12]=[CH:11][CH2:10][CH2:9][C:8]3([CH3:35])[CH2:33][CH2:34][N:5]2[CH2:6][CH2:7]3)[N:30]=1.CC([OH:44])C.C(=O)=O.C[Si]([N-][Si](C)(C)C)(C)C.[K+].C1(C2ON2S(C2C=CC=CC=2)(=O)=O)C=CC=CC=1.C(=O)(O)[O-].[Na+].CC(OI1(OC(C)=O)(OC(C)=O)OC(=O)C2C=CC=CC1=2)=O. Product: [CH3:1][C:2]1[C:3]([C:36](=[O:44])[C:37]([O:39][CH3:40])=[O:38])=[C:4]2[N:28]3[C:29](=[CH:31][C:26](=[N:27]3)[C:25]3=[CH:32][N:22]([N:23]=[CH:24]3)[CH2:21][C:20]3[CH:19]=[CH:18][CH:17]=[CH:16][C:15]=3[O:14][CH2:13][CH:12]=[CH:11][CH2:10][CH2:9][C:8]3([CH3:35])[CH2:7][CH2:6][N:5]2[CH2:34][CH2:33]3)[N:30]=1. The catalyst class is: 76. (4) Reactant: [CH2:1]([O:3][C:4](=[O:9])[C:5](=[O:8])[CH2:6][CH3:7])[CH3:2].[Br:10]Br. Product: [CH2:1]([O:3][C:4](=[O:9])[C:5](=[O:8])[CH:6]([Br:10])[CH3:7])[CH3:2]. The catalyst class is: 22. (5) Product: [C:43]([O:42][C:40](=[O:41])[CH2:39][CH2:38][CH2:37][CH2:36][CH2:35][CH2:34][CH2:33][CH2:32][CH2:31][CH2:30][CH2:29][CH2:28][CH2:27][CH2:26][CH2:25][CH2:24][CH2:23][CH2:22][C:21](=[O:47])[NH:20][CH:12]([C:13]([O:15][C:16]([CH3:19])([CH3:18])[CH3:17])=[O:14])[CH2:11][CH2:10][C:9](=[O:8])[NH:49][CH2:50][CH2:51][O:52][CH2:53][CH2:54][O:55][CH2:56][CH2:57][O:58][CH2:59][CH2:60][O:61][CH2:62][CH2:63][C:64]([OH:66])=[O:65])([CH3:46])([CH3:44])[CH3:45]. The catalyst class is: 1. Reactant: O=C1CCC(=O)N1[O:8][C:9](=O)[CH2:10][CH2:11][CH:12]([NH:20][C:21](=[O:47])[CH2:22][CH2:23][CH2:24][CH2:25][CH2:26][CH2:27][CH2:28][CH2:29][CH2:30][CH2:31][CH2:32][CH2:33][CH2:34][CH2:35][CH2:36][CH2:37][CH2:38][CH2:39][C:40]([O:42][C:43]([CH3:46])([CH3:45])[CH3:44])=[O:41])[C:13]([O:15][C:16]([CH3:19])([CH3:18])[CH3:17])=[O:14].[NH2:49][CH2:50][CH2:51][O:52][CH2:53][CH2:54][O:55][CH2:56][CH2:57][O:58][CH2:59][CH2:60][O:61][CH2:62][CH2:63][C:64]([OH:66])=[O:65].[B-](F)(F)(F)F.CN(C(ON1C(=O)CCC1=O)=[N+](C)C)C. (6) Reactant: [N+:1]([C:4]1[CH:9]=[CH:8][C:7]([C:10]2[CH:11]=[N:12][CH:13]=[CH:14][CH:15]=2)=[CH:6][CH:5]=1)([O-])=O. Product: [N:12]1[CH:13]=[CH:14][CH:15]=[C:10]([C:7]2[CH:8]=[CH:9][C:4]([NH2:1])=[CH:5][CH:6]=2)[CH:11]=1. The catalyst class is: 515. (7) Reactant: C(C1CCCN([C:10]([NH:12][C:13]2[C:14]([CH3:30])=[CH:15][C:16]3[N:17]([CH:27]([CH3:29])[CH3:28])[C:18]4[C:23]([C:24]=3[C:25]=2[CH3:26])=[CH:22][CH:21]=[CH:20][CH:19]=4)=[O:11])C1)(=O)N.CCN=C=N[CH2:36][CH2:37][CH2:38][N:39]([CH3:41])C.[CH2:42]1COCC1. Product: [NH:39]1[CH2:38][CH2:37][CH:36]([C:10]([NH:12][C:13]2[C:14]([CH3:30])=[CH:15][C:16]3[N:17]([CH:27]([CH3:28])[CH3:29])[C:18]4[C:23]([C:24]=3[C:25]=2[CH3:26])=[CH:22][CH:21]=[CH:20][CH:19]=4)=[O:11])[CH2:42][CH2:41]1. The catalyst class is: 277.